This data is from Reaction yield outcomes from USPTO patents with 853,638 reactions. The task is: Predict the reaction yield, written as a fraction of the theoretical maximum amount of product (1.0 means a 100% yield; for example, 0.34 means a 34% yield). (1) The reactants are Cl[C:2]1[C:7]2[N:8]=[C:9]([NH:12][C:13]3[CH:18]=[CH:17][C:16]([C:19]4[CH:20]=[N:21][N:22]([CH3:24])[CH:23]=4)=[CH:15][C:14]=3[CH3:25])[N:10]=[CH:11][C:6]=2[CH:5]=[CH:4][N:3]=1.[CH3:26][N:27]1[CH:31]=[C:30](B2OC(C)(C)C(C)(C)O2)[CH:29]=[N:28]1.C(=O)([O-])[O-].[Cs+].[Cs+]. The catalyst is O1CCOCC1.O.CCOC(C)=O.C1C=CC([P]([Pd]([P](C2C=CC=CC=2)(C2C=CC=CC=2)C2C=CC=CC=2)([P](C2C=CC=CC=2)(C2C=CC=CC=2)C2C=CC=CC=2)[P](C2C=CC=CC=2)(C2C=CC=CC=2)C2C=CC=CC=2)(C2C=CC=CC=2)C2C=CC=CC=2)=CC=1. The product is [CH3:26][N:27]1[CH:31]=[C:30]([C:2]2[C:7]3[N:8]=[C:9]([NH:12][C:13]4[CH:18]=[CH:17][C:16]([C:19]5[CH:20]=[N:21][N:22]([CH3:24])[CH:23]=5)=[CH:15][C:14]=4[CH3:25])[N:10]=[CH:11][C:6]=3[CH:5]=[CH:4][N:3]=2)[CH:29]=[N:28]1. The yield is 0.520. (2) The reactants are [NH2:1][C:2]1[CH:7]=[CH:6][C:5]([Br:8])=[CH:4][C:3]=1[NH:9][C:10]([C@@H:12]1[CH2:16][CH2:15][CH2:14][N:13]1[C:17]([O:19][C:20]([CH3:23])([CH3:22])[CH3:21])=[O:18])=O. The catalyst is C(O)(=O)C.C1(C)C=CC=CC=1. The product is [Br:8][C:5]1[CH:6]=[CH:7][C:2]2[NH:1][C:10]([C@@H:12]3[CH2:16][CH2:15][CH2:14][N:13]3[C:17]([O:19][C:20]([CH3:23])([CH3:22])[CH3:21])=[O:18])=[N:9][C:3]=2[CH:4]=1. The yield is 0.850. (3) The reactants are [Cl:1][C:2]1[C:3]([C:14]#[N:15])=[CH:4][C:5]2[N:6]([CH:8]=[C:9]([CH:11]([CH3:13])[CH3:12])[N:10]=2)[CH:7]=1.Cl[S:17]([O:20][Si](C)(C)C)(=[O:19])=[O:18]. The catalyst is ClC(Cl)C. The product is [Cl:1][C:2]1[C:3]([C:14]#[N:15])=[CH:4][C:5]2[N:6]([C:8]([S:17]([OH:20])(=[O:19])=[O:18])=[C:9]([CH:11]([CH3:13])[CH3:12])[N:10]=2)[CH:7]=1. The yield is 0.990. (4) The reactants are [S:1]1[C:5]([C:6]2[C:7]([NH2:26])=[N:8][CH:9]=[C:10]([C:12]3[CH:17]=[CH:16][C:15]([O:18][Si:19]([C:22]([CH3:25])([CH3:24])[CH3:23])([CH3:21])[CH3:20])=[CH:14][CH:13]=3)[N:11]=2)=[CH:4][C:3]2[CH:27]=[CH:28][CH:29]=[CH:30][C:2]1=2.[Si:31]([O:38][C:39]1[CH:44]=[CH:43][C:42]([CH2:45][C:46](Cl)=[O:47])=[CH:41][CH:40]=1)([C:34]([CH3:37])([CH3:36])[CH3:35])([CH3:33])[CH3:32].O. The catalyst is CN(C)C1C=CN=CC=1.N1C=CC=CC=1. The product is [S:1]1[C:5]([C:6]2[C:7]([NH:26][C:46](=[O:47])[CH2:45][C:42]3[CH:41]=[CH:40][C:39]([O:38][Si:31]([C:34]([CH3:36])([CH3:35])[CH3:37])([CH3:32])[CH3:33])=[CH:44][CH:43]=3)=[N:8][CH:9]=[C:10]([C:12]3[CH:13]=[CH:14][C:15]([O:18][Si:19]([C:22]([CH3:25])([CH3:24])[CH3:23])([CH3:21])[CH3:20])=[CH:16][CH:17]=3)[N:11]=2)=[CH:4][C:3]2[CH:27]=[CH:28][CH:29]=[CH:30][C:2]1=2. The yield is 0.370. (5) The reactants are Cl[C:2]1[CH:7]=[C:6]([C:8]([CH3:11])([CH3:10])[CH3:9])[N:5]=[CH:4][N:3]=1.[CH3:12][C:13]1[C:18](B2OC(C)(C)C(C)(C)O2)=[CH:17][CH:16]=[CH:15][N:14]=1.C([O-])(=O)C.[K+].C(=O)([O-])[O-].[Na+].[Na+]. The catalyst is C(OCC)(=O)C.CCCCCC.C1C=CC([P]([Pd]([P](C2C=CC=CC=2)(C2C=CC=CC=2)C2C=CC=CC=2)([P](C2C=CC=CC=2)(C2C=CC=CC=2)C2C=CC=CC=2)[P](C2C=CC=CC=2)(C2C=CC=CC=2)C2C=CC=CC=2)(C2C=CC=CC=2)C2C=CC=CC=2)=CC=1.C(#N)C. The product is [CH3:12][C:13]1[C:18]([C:2]2[CH:7]=[C:6]([C:8]([CH3:11])([CH3:10])[CH3:9])[N:5]=[CH:4][N:3]=2)=[CH:17][CH:16]=[CH:15][N:14]=1. The yield is 0.920. (6) The reactants are [CH3:1][O:2][C:3]1[CH:4]=[C:5]([NH:15][C:16]2[N:21]=[C:20]([CH:22]=[O:23])[CH:19]=[C:18]([CH2:24][O:25][CH2:26][C:27]([F:30])([F:29])[F:28])[N:17]=2)[CH:6]=[CH:7][C:8]=1[N:9]1[CH:13]=[C:12]([CH3:14])[N:11]=[CH:10]1.C(=O)([O-])[O-].[K+].[K+].[F:37][C:38]([Si](C)(C)C)([F:40])[F:39]. The catalyst is CN(C=O)C. The product is [F:37][C:38]([F:40])([F:39])[CH:22]([C:20]1[CH:19]=[C:18]([CH2:24][O:25][CH2:26][C:27]([F:29])([F:30])[F:28])[N:17]=[C:16]([NH:15][C:5]2[CH:6]=[CH:7][C:8]([N:9]3[CH:13]=[C:12]([CH3:14])[N:11]=[CH:10]3)=[C:3]([O:2][CH3:1])[CH:4]=2)[N:21]=1)[OH:23]. The yield is 0.100. (7) The reactants are [OH:1][CH:2]([C:24]1[CH:29]=[CH:28][CH:27]=[CH:26][CH:25]=1)[C:3]1[S:7][C:6]([CH2:8][N:9]([CH3:17])[C:10](=[O:16])[O:11][C:12]([CH3:15])([CH3:14])[CH3:13])=[CH:5][C:4]=1[C:18]1[CH:23]=[CH:22][CH:21]=[CH:20][CH:19]=1. The catalyst is C1(C)C=CC=CC=1.[O-2].[O-2].[Mn+4]. The product is [C:2]([C:3]1[S:7][C:6]([CH2:8][N:9]([CH3:17])[C:10](=[O:16])[O:11][C:12]([CH3:14])([CH3:13])[CH3:15])=[CH:5][C:4]=1[C:18]1[CH:19]=[CH:20][CH:21]=[CH:22][CH:23]=1)(=[O:1])[C:24]1[CH:25]=[CH:26][CH:27]=[CH:28][CH:29]=1. The yield is 0.620. (8) The reactants are C([O:8][CH2:9][CH2:10][CH2:11][C@H:12]([NH:26]C(=O)OC(C)(C)C)[C:13]1[NH:17][C:16]2[CH:18]=[CH:19][C:20]([C:22]([CH3:25])([CH3:24])[CH3:23])=[CH:21][C:15]=2[N:14]=1)C1C=CC=CC=1. The catalyst is CCOC(C)=O.[Pd]. The product is [NH2:26][C@H:12]([C:13]1[NH:17][C:16]2[CH:18]=[CH:19][C:20]([C:22]([CH3:25])([CH3:24])[CH3:23])=[CH:21][C:15]=2[N:14]=1)[CH2:11][CH2:10][CH2:9][OH:8]. The yield is 0.450. (9) The reactants are [F:1][C:2]1[CH:7]=[CH:6][C:5]([O:8][CH3:9])=[CH:4][C:3]=1/[CH:10]=[C:11](\[SH:15])/[C:12]([OH:14])=[O:13].II.S(S([O-])=O)([O-])(=O)=O.[Na+].[Na+].CCOCC. The catalyst is C(COC)OC. The product is [F:1][C:2]1[C:3]2[CH:10]=[C:11]([C:12]([OH:14])=[O:13])[S:15][C:4]=2[C:5]([O:8][CH3:9])=[CH:6][CH:7]=1. The yield is 0.300.